This data is from Forward reaction prediction with 1.9M reactions from USPTO patents (1976-2016). The task is: Predict the product of the given reaction. (1) Given the reactants [CH2:1]([N:3]([CH2:7][CH3:8])[CH2:4][CH2:5][NH2:6])[CH3:2].C[Al](C)C.CCCCCCC.[I:20][C:21]1[CH:22]=[C:23]2[C:28](=[CH:29][CH:30]=1)[NH:27][C:26]([C:31](OC)=[O:32])=[CH:25][C:24]2=[O:35].N1C2C(=CC=CC=2)C=CC=1, predict the reaction product. The product is: [CH2:1]([N:3]([CH2:7][CH3:8])[CH2:4][CH2:5][NH:6][C:31]([C:26]1[NH:27][C:28]2[C:23]([C:24](=[O:35])[CH:25]=1)=[CH:22][C:21]([I:20])=[CH:30][CH:29]=2)=[O:32])[CH3:2]. (2) Given the reactants [CH3:1][C:2]1[C:6]2=[CH:7][C:8]3[CH:14]([CH3:15])[CH2:13][N:12](C(=O)C(F)(F)F)[CH2:11][CH2:10][C:9]=3[N:22]=[C:5]2[O:4][CH:3]=1.C([O-])([O-])=O.[K+].[K+], predict the reaction product. The product is: [CH3:1][C:2]1[C:6]2=[CH:7][C:8]3[CH:14]([CH3:15])[CH2:13][NH:12][CH2:11][CH2:10][C:9]=3[N:22]=[C:5]2[O:4][CH:3]=1. (3) Given the reactants [O-]CC.[Na+].C(O)C.[CH2:8]([N:15]([CH2:25][C:26]([O:28][CH2:29][CH3:30])=[O:27])[CH2:16][CH2:17][CH2:18][CH2:19][C:20]([O:22][CH2:23][CH3:24])=[O:21])[C:9]1[CH:14]=[CH:13][CH:12]=[CH:11][CH:10]=1, predict the reaction product. The product is: [CH2:8]([N:15]1[CH2:16][CH2:17][CH2:18][CH:19]([C:20]([O:22][CH2:23][CH3:24])=[O:21])[C:26](=[O:28])[CH2:25]1)[C:9]1[CH:14]=[CH:13][CH:12]=[CH:11][CH:10]=1.[CH2:8]([N:15]1[CH2:16][CH2:17][CH2:18][CH2:19][C:20](=[O:21])[CH:25]1[C:26]([O:28][CH2:29][CH3:30])=[O:27])[C:9]1[CH:14]=[CH:13][CH:12]=[CH:11][CH:10]=1. (4) Given the reactants Cl[C:2]1[N:11]=[CH:10][CH:9]=[C:8]2[C:3]=1[CH:4]=[C:5]([C:36]1[CH:41]=[CH:40][CH:39]=[CH:38][CH:37]=1)[C:6]([C:12]1[CH:17]=[CH:16][C:15]([CH2:18][N:19]3[CH2:24][CH2:23][CH:22]([C:25]4[NH:29][C:28]([C:30]5[N:35]=[CH:34][CH:33]=[CH:32][N:31]=5)=[N:27][N:26]=4)[CH2:21][CH2:20]3)=[CH:14][CH:13]=1)=[N:7]2.[NH2:42][NH2:43], predict the reaction product. The product is: [NH:42]([C:2]1[N:11]=[CH:10][CH:9]=[C:8]2[C:3]=1[CH:4]=[C:5]([C:36]1[CH:41]=[CH:40][CH:39]=[CH:38][CH:37]=1)[C:6]([C:12]1[CH:17]=[CH:16][C:15]([CH2:18][N:19]3[CH2:24][CH2:23][CH:22]([C:25]4[NH:29][C:28]([C:30]5[N:35]=[CH:34][CH:33]=[CH:32][N:31]=5)=[N:27][N:26]=4)[CH2:21][CH2:20]3)=[CH:14][CH:13]=1)=[N:7]2)[NH2:43]. (5) Given the reactants Cl.C1C2C(COC([N:19]3[CH2:24][C@@H:23]([C:25](=[O:44])[N:26]([CH:41]4[CH2:43][CH2:42]4)[CH2:27][C:28]4[CH:33]=[CH:32][C:31]([CH3:34])=[C:30]([O:35][CH2:36][CH2:37][CH2:38][O:39][CH3:40])[CH:29]=4)[CH2:22][C@@H:21]([NH2:45])[CH2:20]3)=O)C3C(=CC=CC=3)C=2C=CC=1.[C:46]([N:50]=[C:51]=[O:52])([CH3:49])([CH3:48])[CH3:47].CCN(C(C)C)C(C)C.ClCCCl, predict the reaction product. The product is: [CH:41]1([N:26]([CH2:27][C:28]2[CH:33]=[CH:32][C:31]([CH3:34])=[C:30]([O:35][CH2:36][CH2:37][CH2:38][O:39][CH3:40])[CH:29]=2)[C:25]([C@H:23]2[CH2:22][C@@H:21]([NH:45][C:51]([NH:50][C:46]([CH3:49])([CH3:48])[CH3:47])=[O:52])[CH2:20][NH:19][CH2:24]2)=[O:44])[CH2:42][CH2:43]1. (6) The product is: [Cl:44][C:45]1[C:3]([C:2]([F:7])([F:6])[F:1])=[CH:43][CH:42]=[CH:30][C:31]=1[CH2:32][NH:33][C:14]([CH:13]1[CH2:12][N:11]([C:17]2[N:18]=[CH:19][N:20]([CH3:22])[CH:21]=2)[C:10](=[O:23])[N:9]1[CH3:8])=[O:16]. Given the reactants [F:1][C:2]([F:7])([F:6])[C:3](O)=O.[CH3:8][N:9]1[CH:13]([C:14]([OH:16])=O)[CH2:12][N:11]([C:17]2[N:18]=[CH:19][N:20]([CH3:22])[CH:21]=2)[C:10]1=[O:23].Cl.C(N=C=N[CH2:30][CH2:31][CH2:32][N:33](C)C)C.C(N1[CH2:43][CH2:42]OCC1)C.[Cl:44][CH2:45]Cl, predict the reaction product. (7) Given the reactants [F:1][C:2]([F:13])([F:12])[O:3][C:4]1[CH:9]=[CH:8][C:7]([CH2:10][NH2:11])=[CH:6][CH:5]=1.Cl[CH2:15][C:16]1[CH:25]=[CH:24][C:23]([OH:26])=[C:22]2[C:17]=1[CH:18]=[CH:19][CH:20]=[N:21]2, predict the reaction product. The product is: [F:1][C:2]([F:12])([F:13])[O:3][C:4]1[CH:5]=[CH:6][C:7]([CH2:10][N:11]([CH2:15][C:16]2[CH:25]=[CH:24][C:23]([OH:26])=[C:22]3[C:17]=2[CH:18]=[CH:19][CH:20]=[N:21]3)[CH2:15][C:16]2[CH:25]=[CH:24][C:23]([OH:26])=[C:22]3[C:17]=2[CH:18]=[CH:19][CH:20]=[N:21]3)=[CH:8][CH:9]=1.